Dataset: Forward reaction prediction with 1.9M reactions from USPTO patents (1976-2016). Task: Predict the product of the given reaction. (1) The product is: [N:30]1[NH:38][N:39]=[N:40][C:29]=1[CH2:28][CH:25]1[CH2:24][CH2:23][CH:22]([C:19]2[CH:20]=[CH:21][C:16]([C:13]3[N:14]=[N:15][C:10]([NH:9][C:6]4[CH:7]=[N:8][C:3]([C:2]([F:1])([F:31])[F:32])=[CH:4][CH:5]=4)=[CH:11][CH:12]=3)=[CH:17][CH:18]=2)[CH2:27][CH2:26]1. Given the reactants [F:1][C:2]([F:32])([F:31])[C:3]1[N:8]=[CH:7][C:6]([NH:9][C:10]2[N:15]=[N:14][C:13]([C:16]3[CH:21]=[CH:20][C:19]([CH:22]4[CH2:27][CH2:26][CH:25]([CH2:28][C:29]#[N:30])[CH2:24][CH2:23]4)=[CH:18][CH:17]=3)=[CH:12][CH:11]=2)=[CH:5][CH:4]=1.CN(C=O)C.[N-:38]=[N+:39]=[N-:40].[Na+].[Cl-].[NH4+], predict the reaction product. (2) The product is: [F:21][C:20]([F:23])([F:22])[S:17]([O:15][C:6]1[C:7]([C:8]#[N:9])=[CH:10][C:11]([N+:12]([O-:14])=[O:13])=[C:4]([CH:1]2[CH2:2][CH2:3]2)[N:5]=1)(=[O:18])=[O:16]. Given the reactants [CH:1]1([C:4]2[C:11]([N+:12]([O-:14])=[O:13])=[CH:10][C:7]([C:8]#[N:9])=[C:6]([OH:15])[N:5]=2)[CH2:3][CH2:2]1.[O:16](S(C(F)(F)F)(=O)=O)[S:17]([C:20]([F:23])([F:22])[F:21])(=O)=[O:18], predict the reaction product.